Predict the product of the given reaction. From a dataset of Forward reaction prediction with 1.9M reactions from USPTO patents (1976-2016). (1) The product is: [NH2:1][C:2]1[C:7]([CH:8]=[O:9])=[CH:6][N:5]=[C:4]([S:10][CH3:11])[N:3]=1. Given the reactants [NH2:1][C:2]1[C:7]([CH2:8][OH:9])=[CH:6][N:5]=[C:4]([S:10][CH3:11])[N:3]=1, predict the reaction product. (2) Given the reactants [CH:1]([Mg]Br)([CH3:3])[CH3:2].[CH2:6]([Li])[CH2:7][CH2:8]C.CCCCCC.C1([S:23]([N:26]2[C:34]3[C:29](=[CH:30][C:31]([CH2:36]OC(OC)(C)C)=[C:32](Br)[CH:33]=3)[CH:28]=[CH:27]2)(=[O:25])=[O:24])C=CC=CC=1.[CH2:43]([O:50][CH:51]1[CH:56]([O:57][CH2:58][C:59]2[CH:64]=[CH:63][CH:62]=[CH:61][CH:60]=2)[CH:55]([O:65][CH2:66][C:67]2[CH:72]=[CH:71][CH:70]=[CH:69][CH:68]=2)[CH:54]([CH2:73][O:74][CH2:75][C:76]2[CH:81]=[CH:80][CH:79]=[CH:78][CH:77]=2)[O:53][C:52]1=[O:82])[C:44]1[CH:49]=[CH:48][CH:47]=[CH:46][CH:45]=1.[Cl-].[NH4+].C1(C)C=CC(S(O)(=O)=O)=CC=1, predict the reaction product. The product is: [C:1]1([S:23]([N:26]2[C:34]3[C:29](=[CH:30][C:31]4[CH2:36][O:82][C@@:52]5([C@H:51]([O:50][CH2:43][C:44]6[CH:49]=[CH:48][CH:47]=[CH:46][CH:45]=6)[C@@H:56]([O:57][CH2:58][C:59]6[CH:64]=[CH:63][CH:62]=[CH:61][CH:60]=6)[C@@H:55]([O:65][CH2:66][C:67]6[CH:68]=[CH:69][CH:70]=[CH:71][CH:72]=6)[C@@H:54]([CH2:73][O:74][CH2:75][C:76]6[CH:77]=[CH:78][CH:79]=[CH:80][CH:81]=6)[O:53]5)[C:32]=4[CH:33]=3)[CH:28]=[CH:27]2)(=[O:25])=[O:24])[CH:3]=[CH:8][CH:7]=[CH:6][CH:2]=1. (3) Given the reactants Br[CH2:2][CH2:3][CH2:4][CH2:5][O:6][C:7]1[CH:12]=[CH:11][N:10]2[N:13]=[CH:14][CH:15]=[C:9]2[CH:8]=1.[O:16]1[C:25]2[C:20](=[CH:21][CH:22]=[CH:23][C:24]=2[N:26]2[CH2:31][CH2:30][NH:29][CH2:28][CH2:27]2)[CH2:19][CH2:18][CH2:17]1, predict the reaction product. The product is: [O:16]1[C:25]2[C:20](=[CH:21][CH:22]=[CH:23][C:24]=2[N:26]2[CH2:31][CH2:30][N:29]([CH2:2][CH2:3][CH2:4][CH2:5][O:6][C:7]3[CH:12]=[CH:11][N:10]4[N:13]=[CH:14][CH:15]=[C:9]4[CH:8]=3)[CH2:28][CH2:27]2)[CH2:19][CH2:18][CH2:17]1. (4) Given the reactants Br[CH2:2][C:3]([C:5]1[N:6]=[N:7][C:8]([N:11]2[CH2:16][CH2:15][CH:14]([O:17][C:18]3[CH:23]=[CH:22][CH:21]=[CH:20][C:19]=3[C:24]([F:27])([F:26])[F:25])[CH2:13][CH2:12]2)=[CH:9][CH:10]=1)=O.[C:28]([NH2:31])(=[S:30])[CH3:29], predict the reaction product. The product is: [CH3:29][C:28]1[S:30][CH:2]=[C:3]([C:5]2[N:6]=[N:7][C:8]([N:11]3[CH2:16][CH2:15][CH:14]([O:17][C:18]4[CH:23]=[CH:22][CH:21]=[CH:20][C:19]=4[C:24]([F:27])([F:26])[F:25])[CH2:13][CH2:12]3)=[CH:9][CH:10]=2)[N:31]=1. (5) Given the reactants [C:1]([O:5][C:6](=[O:21])[N:7]([C@H:9]([C:16]1[O:17][CH:18]=[CH:19][CH:20]=1)[C@H:10]([CH3:15])[CH2:11][CH2:12][CH2:13][OH:14])[CH3:8])([CH3:4])([CH3:3])[CH3:2].N1C=CN=C1.[Si:27](Cl)([C:40]([CH3:43])([CH3:42])[CH3:41])([C:34]1[CH:39]=[CH:38][CH:37]=[CH:36][CH:35]=1)[C:28]1[CH:33]=[CH:32][CH:31]=[CH:30][CH:29]=1, predict the reaction product. The product is: [C:1]([O:5][C:6](=[O:21])[N:7]([C@H:9]([C:16]1[O:17][CH:18]=[CH:19][CH:20]=1)[C@H:10]([CH3:15])[CH2:11][CH2:12][CH2:13][O:14][Si:27]([C:40]([CH3:43])([CH3:42])[CH3:41])([C:34]1[CH:35]=[CH:36][CH:37]=[CH:38][CH:39]=1)[C:28]1[CH:33]=[CH:32][CH:31]=[CH:30][CH:29]=1)[CH3:8])([CH3:2])([CH3:3])[CH3:4]. (6) Given the reactants [Cl:1][C:2]1[C:3]2[C:10](I)=[CH:9][N:8]([CH:12]3[CH2:17][CH2:16][N:15]([C:18]([O:20][C:21]([CH3:24])([CH3:23])[CH3:22])=[O:19])[CH2:14][CH2:13]3)[C:4]=2[N:5]=[CH:6][N:7]=1.CC1(C)C(C)(C)OB([C:33]2[CH:38]=[CH:37][C:36]([O:39][C:40]3[CH:45]=[CH:44][CH:43]=[CH:42][CH:41]=3)=[CH:35][CH:34]=2)O1.C(=O)([O-])[O-].[Na+].[Na+].O, predict the reaction product. The product is: [Cl:1][C:2]1[C:3]2[C:10]([C:43]3[CH:44]=[CH:45][C:40]([O:39][C:36]4[CH:37]=[CH:38][CH:33]=[CH:34][CH:35]=4)=[CH:41][CH:42]=3)=[CH:9][N:8]([CH:12]3[CH2:17][CH2:16][N:15]([C:18]([O:20][C:21]([CH3:24])([CH3:23])[CH3:22])=[O:19])[CH2:14][CH2:13]3)[C:4]=2[N:5]=[CH:6][N:7]=1. (7) Given the reactants Br[C:2]1[CH:11]=[CH:10][C:9]2[C:4](=[CH:5][C:6](Br)=[CH:7][CH:8]=2)[CH:3]=1.CC1(C)C(C)(C)OB([C:21]2[CH:22]=[C:23]([C:32]([O:34][CH2:35][CH3:36])=[O:33])[CH:24]=[C:25]([CH:31]=2)[C:26]([O:28][CH2:29][CH3:30])=[O:27])O1.[F-].[Cs+], predict the reaction product. The product is: [CH:3]1[C:4]2[C:9](=[CH:8][CH:7]=[C:6]([C:21]3[CH:31]=[C:25]([C:26]([O:28][CH2:29][CH3:30])=[O:27])[CH:24]=[C:23]([CH:22]=3)[C:32]([O:34][CH2:35][CH3:36])=[O:33])[CH:5]=2)[CH:10]=[CH:11][C:2]=1[C:21]1[CH:31]=[C:25]([C:26]([O:28][CH2:29][CH3:30])=[O:27])[CH:24]=[C:23]([CH:22]=1)[C:32]([O:34][CH2:35][CH3:36])=[O:33].